This data is from Catalyst prediction with 721,799 reactions and 888 catalyst types from USPTO. The task is: Predict which catalyst facilitates the given reaction. (1) Reactant: CN(C(ON1N=NC2C=CC=CC1=2)=[N+](C)C)C.[B-](F)(F)(F)F.[F:23][C:24]1[CH:25]=[CH:26][C:27]([O:30][CH2:31][CH2:32][C@@H:33]2[CH2:39][C@H:38]3[C@H:36]([CH2:37]3)[CH2:35][NH:34]2)=[N:28][CH:29]=1.[CH3:40][C:41]1[N:46]=[C:45]([C:47](O)=[O:48])[C:44]([C:50]2[N:55]=[CH:54][CH:53]=[CH:52][N:51]=2)=[CH:43][CH:42]=1.CCN(C(C)C)C(C)C. Product: [F:23][C:24]1[CH:25]=[CH:26][C:27]([O:30][CH2:31][CH2:32][C@@H:33]2[CH2:39][C@H:38]3[C@H:36]([CH2:37]3)[CH2:35][N:34]2[C:47]([C:45]2[C:44]([C:50]3[N:55]=[CH:54][CH:53]=[CH:52][N:51]=3)=[CH:43][CH:42]=[C:41]([CH3:40])[N:46]=2)=[O:48])=[N:28][CH:29]=1. The catalyst class is: 2. (2) Reactant: [OH:1][CH2:2][CH2:3][C:4]1[CH:12]=[CH:11][CH:10]=[C:9]2[C:5]=1[CH2:6][C:7](=[O:13])[NH:8]2.[O:14]=[C:15]1[C:20]2=[CH:21][NH:22][C:23]([CH:24]=O)=[C:19]2[CH2:18][CH2:17][NH:16]1.N1CCCCC1. Product: [OH:1][CH2:2][CH2:3][C:4]1[CH:12]=[CH:11][CH:10]=[C:9]2[C:5]=1[C:6](=[CH:24][C:23]1[NH:22][CH:21]=[C:20]3[C:19]=1[CH2:18][CH2:17][NH:16][C:15]3=[O:14])[C:7](=[O:13])[NH:8]2. The catalyst class is: 8. (3) Reactant: [C:1]1(=[O:11])[NH:5][C:4](=[O:6])[C:3]2=[CH:7][CH:8]=[CH:9][CH:10]=[C:2]12.[Cl:12][C:13]1C=C([C@H](O)CC)C=[CH:17][CH:18]=1.[C:36]1(P([C:36]2[CH:41]=[CH:40][CH:39]=[CH:38][CH:37]=2)[C:36]2[CH:41]=[CH:40][CH:39]=[CH:38][CH:37]=2)[CH:41]=[CH:40][CH:39]=[CH:38][CH:37]=1.N(C(OCC)=O)=NC(OCC)=O. Product: [Cl:12][CH2:13][CH2:18][C@H:17]([N:5]1[C:1](=[O:11])[C:2]2[C:3](=[CH:7][CH:8]=[CH:9][CH:10]=2)[C:4]1=[O:6])[C:36]1[CH:37]=[CH:38][CH:39]=[CH:40][CH:41]=1. The catalyst class is: 1.